This data is from hERG potassium channel inhibition data for cardiac toxicity prediction from Karim et al.. The task is: Regression/Classification. Given a drug SMILES string, predict its toxicity properties. Task type varies by dataset: regression for continuous values (e.g., LD50, hERG inhibition percentage) or binary classification for toxic/non-toxic outcomes (e.g., AMES mutagenicity, cardiotoxicity, hepatotoxicity). Dataset: herg_karim. (1) The compound is Clc1ccc(-n2ncc3c2CCCC3CCN2CCC(c3ccccc3)CC2)cc1Cl. The result is 1 (blocker). (2) The drug is CCCCN(CC)CC#CCOc1ccc(Cl)cc1. The result is 0 (non-blocker). (3) The compound is O=C(c1ccc(F)cc1)N1CCN(c2ccc(OC3CCN(C4CCCC4)CC3)cc2)C(=O)C1.O=CO. The result is 0 (non-blocker).